From a dataset of KCNQ2 potassium channel screen with 302,405 compounds. Binary Classification. Given a drug SMILES string, predict its activity (active/inactive) in a high-throughput screening assay against a specified biological target. (1) The drug is O=C(NNC(=O)c1ccccc1)c1ccc(c2ccccc2)cc1. The result is 0 (inactive). (2) The drug is Fc1ccc(NC(=O)Cn2c3c(c(c2)C=O)cccc3)cc1. The result is 0 (inactive). (3) The molecule is ClC1(Cl)C(C1)(C)C(=O)NC(=S)N1C(Cc2c1cccc2)C. The result is 1 (active).